Dataset: Catalyst prediction with 721,799 reactions and 888 catalyst types from USPTO. Task: Predict which catalyst facilitates the given reaction. (1) Reactant: C(N(CC)CC)C.[NH2:8][C:9]1[CH:18]=[CH:17][C:16]([Br:19])=[CH:15][C:10]=1[C:11]([O:13][CH3:14])=[O:12].[Cl:20][C:21]1[CH:22]=[C:23]([CH2:27][C:28](Cl)=[O:29])[CH:24]=[CH:25][CH:26]=1.C([O-])([O-])=O.[K+].[K+]. Product: [Br:19][C:16]1[CH:17]=[CH:18][C:9]([NH:8][C:28](=[O:29])[CH2:27][C:23]2[CH:24]=[CH:25][CH:26]=[C:21]([Cl:20])[CH:22]=2)=[C:10]([CH:15]=1)[C:11]([O:13][CH3:14])=[O:12]. The catalyst class is: 2. (2) Reactant: [C:1]([C:3]1[CH:12]=[CH:11][C:6]([C:7]([O:9][CH3:10])=[O:8])=[C:5]([NH:13]C(=O)C(F)(F)F)[CH:4]=1)#[N:2].C(=O)([O-])[O-].[K+].[K+]. Product: [NH2:13][C:5]1[CH:4]=[C:3]([C:1]#[N:2])[CH:12]=[CH:11][C:6]=1[C:7]([O:9][CH3:10])=[O:8]. The catalyst class is: 5. (3) Reactant: [Cl:1][C:2]1[CH:10]=[C:9]2[C:5]([C:6]([C:12]3[N:13]=[C:14]4[C:20]([C:21]([OH:23])=O)=[CH:19][N:18]([CH2:24][O:25][CH2:26][CH2:27][Si:28]([CH3:31])([CH3:30])[CH3:29])[C:15]4=[N:16][CH:17]=3)=[N:7][N:8]2[CH3:11])=[CH:4][CH:3]=1.[NH2:32][CH:33]([CH2:36][OH:37])[CH2:34][OH:35].CN(C(ON1N=NC2C=CC=CC1=2)=[N+](C)C)C.F[P-](F)(F)(F)(F)F.C1C=CC2N(O)N=NC=2C=1.C(N(CC)C(C)C)(C)C. Product: [OH:35][CH2:34][CH:33]([NH:32][C:21]([C:20]1[C:14]2[C:15](=[N:16][CH:17]=[C:12]([C:6]3[C:5]4[C:9](=[CH:10][C:2]([Cl:1])=[CH:3][CH:4]=4)[N:8]([CH3:11])[N:7]=3)[N:13]=2)[N:18]([CH2:24][O:25][CH2:26][CH2:27][Si:28]([CH3:31])([CH3:29])[CH3:30])[CH:19]=1)=[O:23])[CH2:36][OH:37]. The catalyst class is: 3. (4) Reactant: [ClH:1].[CH3:2][O:3][C:4](=[O:31])[CH2:5][C@H:6]1[CH2:11][CH2:10][C@H:9]([C:12]2[CH:17]=[CH:16][C:15]([NH:18][C:19](=[O:30])[CH2:20][CH2:21][NH:22]C(OC(C)(C)C)=O)=[CH:14][CH:13]=2)[CH2:8][CH2:7]1. Product: [ClH:1].[CH3:2][O:3][C:4](=[O:31])[CH2:5][C@H:6]1[CH2:7][CH2:8][C@H:9]([C:12]2[CH:13]=[CH:14][C:15]([NH:18][C:19](=[O:30])[CH2:20][CH2:21][NH2:22])=[CH:16][CH:17]=2)[CH2:10][CH2:11]1. The catalyst class is: 155. (5) Reactant: C([NH:9][C:10]([NH:12][C:13]1[CH:18]=[C:17]([N:19]([CH2:21][CH2:22][O:23][CH3:24])[CH3:20])[CH:16]=[CH:15][C:14]=1[O:25][CH3:26])=[S:11])(=O)C1C=CC=CC=1.C[O-].[Na+]. Product: [CH3:26][O:25][C:14]1[CH:15]=[CH:16][C:17]([N:19]([CH2:21][CH2:22][O:23][CH3:24])[CH3:20])=[CH:18][C:13]=1[NH:12][C:10]([NH2:9])=[S:11]. The catalyst class is: 5. (6) Reactant: [Br:1][CH2:2][CH2:3][CH2:4][N:5]([C@H:43]([CH3:48])[C:44]([O:46][CH3:47])=[O:45])[S:6]([C:9]1[CH:14]=[C:13]([F:15])[C:12]([CH2:16][S:17][C:18]2[N:19]([C:35]3[CH:40]=[CH:39][C:38]([F:41])=[CH:37][CH:36]=3)[C:20]([C:23]([C:26]3[CH:31]=[CH:30][C:29]([Cl:32])=[C:28]([O:33][CH3:34])[CH:27]=3)([CH3:25])[CH3:24])=[CH:21][N:22]=2)=[C:11]([F:42])[CH:10]=1)(=[O:8])=[O:7].[CH2:49]1[N:54]2[CH2:55][CH2:56][N:51]([CH2:52][CH2:53]2)[CH2:50]1. Product: [Br-:1].[Cl:32][C:29]1[CH:30]=[CH:31][C:26]([C:23]([C:20]2[N:19]([C:35]3[CH:40]=[CH:39][C:38]([F:41])=[CH:37][CH:36]=3)[C:18]([S:17][CH2:16][C:12]3[C:13]([F:15])=[CH:14][C:9]([S:6]([N:5]([CH2:4][CH2:3][CH2:2][N+:51]45[CH2:56][CH2:55][N:54]([CH2:53][CH2:52]4)[CH2:49][CH2:50]5)[C@H:43]([CH3:48])[C:44]([O:46][CH3:47])=[O:45])(=[O:8])=[O:7])=[CH:10][C:11]=3[F:42])=[N:22][CH:21]=2)([CH3:25])[CH3:24])=[CH:27][C:28]=1[O:33][CH3:34]. The catalyst class is: 23. (7) Product: [Br:1][C:2]1[CH:7]=[CH:6][CH:5]=[C:4]([Br:8])[C:3]=1[CH2:9][Br:17]. The catalyst class is: 53. Reactant: [Br:1][C:2]1[CH:7]=[CH:6][CH:5]=[C:4]([Br:8])[C:3]=1[CH3:9].C1C(=O)N([Br:17])C(=O)C1.C(OOC(=O)C1C=CC=CC=1)(=O)C1C=CC=CC=1.